This data is from CYP3A4 inhibition data for predicting drug metabolism from PubChem BioAssay. The task is: Regression/Classification. Given a drug SMILES string, predict its absorption, distribution, metabolism, or excretion properties. Task type varies by dataset: regression for continuous measurements (e.g., permeability, clearance, half-life) or binary classification for categorical outcomes (e.g., BBB penetration, CYP inhibition). Dataset: cyp3a4_veith. (1) The result is 0 (non-inhibitor). The molecule is O=c1ccc2[nH]cc(C3=CCNCC3)c2[nH]1. (2) The compound is COc1ccc(CSc2nnnn2C)cc1[N+](=O)[O-]. The result is 0 (non-inhibitor). (3) The drug is CC(=O)OC[C@@H]1O[C@@H](O/N=C2/C[C@@H](O)[C@@H](O)[C@H]3[C@@H]2CC[C@@H]2C(=O)N([C@@H](C)c4ccccc4)C(=O)[C@H]23)[C@H](OC(C)=O)[C@H](OC(C)=O)[C@@H]1OC(C)=O. The result is 0 (non-inhibitor). (4) The drug is CC(=O)N1CCC[C@@]2(CCN(C(=O)Nc3ccccc3)C2)C1. The result is 0 (non-inhibitor). (5) The drug is CC(C)CO/N=C1\[C@@H]2CCn3c(=O)n(Cc4cc5c(cc4Cl)OCO5)c(=O)n3[C@H]2[C@H](O)[C@H]2O[C@H]12. The result is 1 (inhibitor). (6) The drug is NC(=O)/C(=N\O)c1ccccc1. The result is 0 (non-inhibitor). (7) The molecule is CCc1ccc(OCC(=O)NC(=S)Nc2ccc(F)cc2)c(Br)c1. The result is 0 (non-inhibitor). (8) The drug is O=C(NCc1ccccn1)C1CC(c2ccc(Cl)c(Cl)c2)=NO1. The result is 1 (inhibitor). (9) The drug is NC(N)=Nc1ccc(-c2ccc(N=C(N)N)cc2)cc1.O=S(=O)(O)O. The result is 0 (non-inhibitor).